This data is from Full USPTO retrosynthesis dataset with 1.9M reactions from patents (1976-2016). The task is: Predict the reactants needed to synthesize the given product. (1) Given the product [CH2:8]([CH:10]1[CH2:15][CH2:14][CH:13]([O:1][C:2]2[CH:7]=[CH:6][N:5]=[CH:4][CH:3]=2)[CH2:12][CH2:11]1)[CH3:9], predict the reactants needed to synthesize it. The reactants are: [OH:1][C:2]1[CH:7]=[CH:6][N:5]=[CH:4][CH:3]=1.[CH2:8]([CH:10]1[CH2:15][CH2:14][CH:13](O)[CH2:12][CH2:11]1)[CH3:9].C1C=CC(P(C2C=CC=CC=2)C2C=CC=CC=2)=CC=1.CC(OC(/N=N/C(OC(C)C)=O)=O)C. (2) The reactants are: C[Al](C)C.[CH3:5][N:6]1[CH2:11][CH2:10][NH:9][CH2:8][CH2:7]1.[O:12]1[CH2:17][CH2:16][O:15][C:14]2[CH:18]=[C:19]([C:22]3[NH:23][C:24]4[N:25]([N:29]=[CH:30][C:31]=4[CH2:32][O:33]CC)[C:26](=[O:28])[CH:27]=3)[CH:20]=[CH:21][C:13]1=2. Given the product [O:12]1[CH2:17][CH2:16][O:15][C:14]2[CH:18]=[C:19]([C:22]3[NH:23][C:24]4[N:25]([N:29]=[CH:30][C:31]=4[C:32]([N:9]4[CH2:10][CH2:11][N:6]([CH3:5])[CH2:7][CH2:8]4)=[O:33])[C:26](=[O:28])[CH:27]=3)[CH:20]=[CH:21][C:13]1=2, predict the reactants needed to synthesize it.